From a dataset of Forward reaction prediction with 1.9M reactions from USPTO patents (1976-2016). Predict the product of the given reaction. (1) Given the reactants Br[C:2]1[CH:3]=[C:4]([C:8]2[C:9]3[S:21][CH:20]=[CH:19][C:10]=3[N:11]=[C:12]([C:14]([O:16][CH2:17][CH3:18])=[O:15])[N:13]=2)[CH:5]=[CH:6][CH:7]=1.[C:22]([C@:24]1([OH:31])[CH2:28][CH2:27][N:26]([CH3:29])[C:25]1=[O:30])#[CH:23], predict the reaction product. The product is: [OH:31][C@@:24]1([C:22]#[C:23][C:2]2[CH:3]=[C:4]([C:8]3[C:9]4[S:21][CH:20]=[CH:19][C:10]=4[N:11]=[C:12]([C:14]([O:16][CH2:17][CH3:18])=[O:15])[N:13]=3)[CH:5]=[CH:6][CH:7]=2)[CH2:28][CH2:27][N:26]([CH3:29])[C:25]1=[O:30]. (2) Given the reactants [F:1][C:2]1[C:7]([F:8])=[CH:6][CH:5]=[CH:4][C:3]=1[C:9]1([OH:14])[CH2:13][CH2:12][NH:11][CH2:10]1.C(=O)([O-])[O-].[K+].[K+].[C:21](O)(=O)[C:22](O)=O.[C:27](#N)[CH3:28], predict the reaction product. The product is: [CH:21]1([CH2:22][N:11]2[CH2:12][CH2:13][C:9]([C:3]3[CH:4]=[CH:5][CH:6]=[C:7]([F:8])[C:2]=3[F:1])([OH:14])[CH2:10]2)[CH2:28][CH2:27]1.